This data is from Reaction yield outcomes from USPTO patents with 853,638 reactions. The task is: Predict the reaction yield, written as a fraction of the theoretical maximum amount of product (1.0 means a 100% yield; for example, 0.34 means a 34% yield). (1) The reactants are [CH3:1][O:2][C:3]1[CH:4]=[C:5]2[C:10](=[CH:11][C:12]=1[O:13][CH3:14])[N:9]=[CH:8][N:7]=[C:6]2[O:15][C:16]1[CH:17]=[C:18]([CH:20]=[CH:21][CH:22]=1)[NH2:19].[CH:23]([C:26]1[CH:30]=[C:29]([NH:31][C:32](=O)[O:33]C2C=CC=CC=2)[N:28]([C:41]2[CH:46]=[CH:45][C:44]([O:47][CH3:48])=[CH:43][CH:42]=2)[N:27]=1)([CH3:25])[CH3:24]. The catalyst is C1COCC1.CN(C1C=CN=CC=1)C. The product is [CH3:1][O:2][C:3]1[CH:4]=[C:5]2[C:10](=[CH:11][C:12]=1[O:13][CH3:14])[N:9]=[CH:8][N:7]=[C:6]2[O:15][C:16]1[CH:17]=[C:18]([NH:19][C:32]([NH:31][C:29]2[N:28]([C:41]3[CH:46]=[CH:45][C:44]([O:47][CH3:48])=[CH:43][CH:42]=3)[N:27]=[C:26]([CH:23]([CH3:25])[CH3:24])[CH:30]=2)=[O:33])[CH:20]=[CH:21][CH:22]=1. The yield is 0.390. (2) The reactants are [F:1][C:2]1[CH:3]=[CH:4][CH:5]=[C:6]2[C:11]=1[N:10]=[CH:9][CH:8]=[C:7]2[OH:12].C1(P(C2C=CC=CC=2)C2C=CC=CC=2)C=CC=CC=1.CC(OC(/N=N/C(OC(C)C)=O)=O)C.[C:46]([O:50][C:51](=[O:61])[NH:52][CH2:53][C@H:54]1[CH2:59][CH2:58][C@@H:57](O)[CH2:56][CH2:55]1)([CH3:49])([CH3:48])[CH3:47]. The catalyst is O1CCCC1.O. The product is [C:46]([O:50][C:51](=[O:61])[NH:52][CH2:53][C@H:54]1[CH2:55][CH2:56][C@H:57]([O:12][C:7]2[C:6]3[C:11](=[C:2]([F:1])[CH:3]=[CH:4][CH:5]=3)[N:10]=[CH:9][CH:8]=2)[CH2:58][CH2:59]1)([CH3:49])([CH3:47])[CH3:48]. The yield is 0.420.